This data is from Full USPTO retrosynthesis dataset with 1.9M reactions from patents (1976-2016). The task is: Predict the reactants needed to synthesize the given product. (1) Given the product [Br:19][C:16]1[CH:17]=[CH:18][C:13]([C@@H:11]([N:7]2[CH2:6][CH2:5][C@@:4]([C:20]3[CH:21]=[CH:22][C:23]([F:26])=[CH:24][CH:25]=3)([CH2:1][CH2:2][CH2:3][OH:31])[O:9][C:8]2=[O:10])[CH3:12])=[CH:14][CH:15]=1, predict the reactants needed to synthesize it. The reactants are: [CH2:1]([C@@:4]1([C:20]2[CH:25]=[CH:24][C:23]([F:26])=[CH:22][CH:21]=2)[O:9][C:8](=[O:10])[N:7]([C@H:11]([C:13]2[CH:18]=[CH:17][C:16]([Br:19])=[CH:15][CH:14]=2)[CH3:12])[CH2:6][CH2:5]1)[CH:2]=[CH2:3].B.C1C[O:31]CC1. (2) Given the product [F:12][C:13]1[CH:14]=[C:15]2[C:19](=[CH:20][CH:21]=1)[N:18]([S:7]([C:4]1[CH:5]=[CH:6][C:1]([CH3:11])=[CH:2][CH:3]=1)(=[O:9])=[O:8])[CH:17]=[CH:16]2, predict the reactants needed to synthesize it. The reactants are: [C:1]1([CH3:11])[CH:6]=[CH:5][C:4]([S:7](Cl)(=[O:9])=[O:8])=[CH:3][CH:2]=1.[F:12][C:13]1[CH:14]=[C:15]2[C:19](=[CH:20][CH:21]=1)[NH:18][CH:17]=[CH:16]2.